This data is from Reaction yield outcomes from USPTO patents with 853,638 reactions. The task is: Predict the reaction yield, written as a fraction of the theoretical maximum amount of product (1.0 means a 100% yield; for example, 0.34 means a 34% yield). (1) The yield is 0.990. The product is [CH3:1][O:2][C:3]1[CH:8]=[C:7]([O:9][C:10]2[CH:17]=[C:14]([NH:15][CH3:16])[C:13]([NH2:18])=[CH:12][CH:11]=2)[CH:6]=[C:5]([CH3:21])[N:4]=1. The reactants are [CH3:1][O:2][C:3]1[CH:8]=[C:7]([O:9][C:10]2[CH:11]=[CH:12][C:13]([N+:18]([O-])=O)=[C:14]([CH:17]=2)[NH:15][CH3:16])[CH:6]=[C:5]([CH3:21])[N:4]=1.[Cl-].[NH4+].C(O)C. The catalyst is [Fe].O. (2) The reactants are [OH-:1].[K+].[Cl:3][C:4]1[CH:5]=[C:6]([CH:33]=[CH:34][C:35]=1[O:36][CH3:37])[O:7][C@@H:8]1[CH2:12][CH2:11][N:10]([C:13]([CH3:32])([CH3:31])[CH2:14][CH2:15][C:16]([C:25]2[CH:30]=[CH:29][CH:28]=[CH:27][CH:26]=2)([C:19]2[CH:24]=[CH:23][CH:22]=[CH:21][CH:20]=2)[C:17]#[N:18])[CH2:9]1. The catalyst is CC(O)(CC)CC. The product is [Cl:3][C:4]1[CH:5]=[C:6]([CH:33]=[CH:34][C:35]=1[O:36][CH3:37])[O:7][C@@H:8]1[CH2:12][CH2:11][N:10]([C:13]([CH3:32])([CH3:31])[CH2:14][CH2:15][C:16]([C:25]2[CH:30]=[CH:29][CH:28]=[CH:27][CH:26]=2)([C:19]2[CH:24]=[CH:23][CH:22]=[CH:21][CH:20]=2)[C:17]([NH2:18])=[O:1])[CH2:9]1. The yield is 0.330. (3) The reactants are [CH3:1][N:2]([CH3:21])[CH2:3][C:4]([N:6]1[C:14]2[C:9](=[CH:10][C:11]([O:18][CH3:19])=[C:12]([N+:15]([O-])=O)[CH:13]=2)[CH2:8][C@@H:7]1[CH3:20])=[O:5]. The catalyst is [Pd].CO. The product is [CH3:21][N:2]([CH2:3][C:4]([N:6]1[C:14]2[C:9](=[CH:10][C:11]([O:18][CH3:19])=[C:12]([NH2:15])[CH:13]=2)[CH2:8][C@@H:7]1[CH3:20])=[O:5])[CH3:1]. The yield is 0.940. (4) The reactants are [C:1]1([C:7]2[CH:8]=[C:9]([C:16]([OH:18])=O)[S:10][C:11]=2[C:12]([F:15])([F:14])[F:13])[CH:6]=[CH:5][CH:4]=[CH:3][CH:2]=1.C1C=CC2N(O)N=NC=2C=1.C(Cl)CCl.[Si:33]([O:40][CH2:41][CH2:42][N:43]([C@H:51]1[C:59]2[C:54](=[C:55]([C:60](=[NH:63])[NH:61]O)[CH:56]=[CH:57][CH:58]=2)[CH2:53][CH2:52]1)[C:44](=[O:50])[O:45][C:46]([CH3:49])([CH3:48])[CH3:47])([C:36]([CH3:39])([CH3:38])[CH3:37])([CH3:35])[CH3:34]. The catalyst is CN(C=O)C. The product is [Si:33]([O:40][CH2:41][CH2:42][N:43]([C@H:51]1[C:59]2[C:54](=[C:55]([C:60]3[N:63]=[C:16]([C:9]4[S:10][C:11]([C:12]([F:13])([F:14])[F:15])=[C:7]([C:1]5[CH:2]=[CH:3][CH:4]=[CH:5][CH:6]=5)[CH:8]=4)[O:18][N:61]=3)[CH:56]=[CH:57][CH:58]=2)[CH2:53][CH2:52]1)[C:44](=[O:50])[O:45][C:46]([CH3:49])([CH3:48])[CH3:47])([C:36]([CH3:37])([CH3:38])[CH3:39])([CH3:35])[CH3:34]. The yield is 0.400.